This data is from TCR-epitope binding with 47,182 pairs between 192 epitopes and 23,139 TCRs. The task is: Binary Classification. Given a T-cell receptor sequence (or CDR3 region) and an epitope sequence, predict whether binding occurs between them. (1) The epitope is VLWAHGFEL. The TCR CDR3 sequence is CASSTGQGRDEQYF. Result: 1 (the TCR binds to the epitope). (2) The TCR CDR3 sequence is CASSLDRGPLYEQYF. The epitope is KRWIIMGLNK. Result: 0 (the TCR does not bind to the epitope).